Predict the reactants needed to synthesize the given product. From a dataset of Full USPTO retrosynthesis dataset with 1.9M reactions from patents (1976-2016). (1) Given the product [CH3:19][N:20]([CH3:21])[CH2:8][CH2:7][N:5]1[CH:6]=[C:2]([NH2:1])[CH:3]=[N:4]1, predict the reactants needed to synthesize it. The reactants are: [NH2:1][C:2]1[CH:3]=[N:4][N:5]([CH2:7][C:8]2C=C(C=CC=2)C#N)[CH:6]=1.Cl.ClC[CH2:19][N:20](C)[CH3:21]. (2) Given the product [CH3:25][O:24][CH2:23][CH:19]1[CH2:20][CH2:21][CH2:22][N:18]1[C:14]1[CH:13]=[C:12]([NH:11][C:4]2[C:5]3[N:10]=[CH:9][S:8][C:6]=3[N:7]=[C:2]([C:34]3[CH:35]=[C:36]([CH:41]=[CH:42][CH:43]=3)[C:37]([O:39][CH3:40])=[O:38])[N:3]=2)[CH:17]=[CH:16][CH:15]=1, predict the reactants needed to synthesize it. The reactants are: Cl[C:2]1[N:3]=[C:4]([NH:11][C:12]2[CH:17]=[CH:16][CH:15]=[C:14]([N:18]3[CH2:22][CH2:21][CH2:20][CH:19]3[CH2:23][O:24][CH3:25])[CH:13]=2)[C:5]2[N:10]=[CH:9][S:8][C:6]=2[N:7]=1.CC1(C)C(C)(C)OB([C:34]2[CH:35]=[C:36]([CH:41]=[CH:42][CH:43]=2)[C:37]([O:39][CH3:40])=[O:38])O1.C([O-])([O-])=O.[Na+].[Na+]. (3) Given the product [C:23]([C:22]1[CH:25]=[C:18]([C:16]2[S:17][C:13]([C:12]3[C:3]([CH2:1][CH3:2])=[C:4]4[C:9](=[CH:10][CH:11]=3)[CH2:8][N:7]([CH2:31][CH2:32][CH2:33][C:34]([OH:36])=[O:35])[CH2:6][CH2:5]4)=[CH:39][N:15]=2)[CH:19]=[CH:20][C:21]=1[O:50][CH:47]([CH3:49])[CH3:48])#[N:24], predict the reactants needed to synthesize it. The reactants are: [CH2:1]([C:3]1[C:12]([C:13]2[S:17][C:16]([C:18]3[CH:19]=[CH:20][C:21](CC(C)C)=[C:22]([CH:25]=3)[C:23]#[N:24])=[N:15]N=2)=[CH:11][CH:10]=[C:9]2[C:4]=1[CH2:5][CH2:6][NH:7][CH2:8]2)[CH3:2].Br[CH2:31][CH2:32][CH2:33][C:34]([O:36]CC)=[O:35].[C:39]([O-])([O-])=O.[K+].[K+].[OH-].[Li+].[CH:47]([OH:50])([CH3:49])[CH3:48]. (4) Given the product [ClH:42].[ClH:42].[ClH:42].[ClH:42].[F:1][C:2]1[CH:7]=[CH:6][C:5]([CH:8]([N:33]2[CH2:38][CH2:37][N:36]([CH:39]([CH3:41])[CH3:40])[CH2:35][CH2:34]2)[CH2:9][N:10]2[CH2:11][CH2:12][N:13]([CH2:16][CH2:17][CH2:18][C:19]3[S:23][C:22]([C:24](=[O:26])[NH2:25])=[N:21][C:20]=3[C:27]3[CH:32]=[CH:31][CH:30]=[CH:29][CH:28]=3)[CH2:14][CH2:15]2)=[CH:4][CH:3]=1, predict the reactants needed to synthesize it. The reactants are: [F:1][C:2]1[CH:7]=[CH:6][C:5]([CH:8]([N:33]2[CH2:38][CH2:37][N:36]([CH:39]([CH3:41])[CH3:40])[CH2:35][CH2:34]2)[CH2:9][N:10]2[CH2:15][CH2:14][N:13]([CH2:16][CH2:17][CH2:18][C:19]3[S:23][C:22]([C:24](=[O:26])[NH2:25])=[N:21][C:20]=3[C:27]3[CH:32]=[CH:31][CH:30]=[CH:29][CH:28]=3)[CH2:12][CH2:11]2)=[CH:4][CH:3]=1.[ClH:42].O1CCOCC1. (5) Given the product [CH2:22]([CH:29]1[CH2:34][CH2:33][N:32]([CH2:19][C@H:17]([OH:18])[CH2:16][O:15][C:12]2[CH:13]=[CH:14][C:9]([C:6]3[C:5]4[CH:20]=[CH:21][C:2]([F:1])=[CH:3][C:4]=4[O:8][N:7]=3)=[CH:10][CH:11]=2)[CH2:31][CH2:30]1)[C:23]1[CH:28]=[CH:27][CH:26]=[CH:25][CH:24]=1, predict the reactants needed to synthesize it. The reactants are: [F:1][C:2]1[CH:21]=[CH:20][C:5]2[C:6]([C:9]3[CH:14]=[CH:13][C:12]([O:15][CH2:16][C@@H:17]4[CH2:19][O:18]4)=[CH:11][CH:10]=3)=[N:7][O:8][C:4]=2[CH:3]=1.[CH2:22]([CH:29]1[CH2:34][CH2:33][NH:32][CH2:31][CH2:30]1)[C:23]1[CH:28]=[CH:27][CH:26]=[CH:25][CH:24]=1. (6) Given the product [C:1]([C:3](=[C:5]1[CH2:10][CH2:9][N:8]([C:11]2[CH:16]=[CH:15][C:14]([N:17]3[CH2:21][C@H:20]([CH2:22][NH:23][C:28](=[O:29])[C:27]([Cl:32])([Cl:31])[Cl:26])[O:19][C:18]3=[O:24])=[CH:13][C:12]=2[F:25])[CH2:7][CH2:6]1)[CH3:4])#[N:2], predict the reactants needed to synthesize it. The reactants are: [C:1]([C:3](=[C:5]1[CH2:10][CH2:9][N:8]([C:11]2[CH:16]=[CH:15][C:14]([N:17]3[CH2:21][C@H:20]([CH2:22][NH2:23])[O:19][C:18]3=[O:24])=[CH:13][C:12]=2[F:25])[CH2:7][CH2:6]1)[CH3:4])#[N:2].[Cl:26][C:27]([Cl:32])([Cl:31])[C:28](O)=[O:29]. (7) Given the product [CH3:36][N:37]([CH3:48])[C:38]([O:39][C:40]1[CH:41]=[C:42]([NH:46][C:14]([C:11]2([CH3:17])[CH2:10][CH2:9][N:8]([C:6]([O:5][C:1]([CH3:2])([CH3:3])[CH3:4])=[O:7])[CH2:13][CH2:12]2)=[O:16])[CH:43]=[CH:44][CH:45]=1)=[O:47], predict the reactants needed to synthesize it. The reactants are: [C:1]([O:5][C:6]([N:8]1[CH2:13][CH2:12][C:11]([CH3:17])([C:14]([OH:16])=O)[CH2:10][CH2:9]1)=[O:7])([CH3:4])([CH3:3])[CH3:2].C(Cl)CCl.C1C=CC2N(O)N=NC=2C=1.ClC(Cl)C.[CH3:36][N:37]([CH3:48])[C:38](=[O:47])[O:39][C:40]1[CH:45]=[CH:44][CH:43]=[C:42]([NH2:46])[CH:41]=1.